This data is from Reaction yield outcomes from USPTO patents with 853,638 reactions. The task is: Predict the reaction yield, written as a fraction of the theoretical maximum amount of product (1.0 means a 100% yield; for example, 0.34 means a 34% yield). (1) The reactants are C(C1(C)[S:7][C:6]([C:8]2[NH:9][C:10]3[C:15]([CH:16]=2)=[CH:14][CH:13]=[CH:12][C:11]=3[N:17]([CH3:26])[S:18]([C:21]2[S:22][CH:23]=[CH:24][CH:25]=2)(=[O:20])=[O:19])=[N:5]C1)#N.[OH-].[Na+].O1CCCC1.C(O)(=O)[CH2:36][C:37]([CH2:42]C(O)=O)([C:39]([OH:41])=[O:40])O. The catalyst is C(O)C. The product is [CH3:42][C:37]1([C:39]([OH:41])=[O:40])[S:7][C:6]([C:8]2[NH:9][C:10]3[C:15]([CH:16]=2)=[CH:14][CH:13]=[CH:12][C:11]=3[N:17]([CH3:26])[S:18]([C:21]2[S:22][CH:23]=[CH:24][CH:25]=2)(=[O:20])=[O:19])=[N:5][CH2:36]1. The yield is 0.690. (2) The reactants are [Cl:1][C:2]1[CH:3]=[C:4]([N:10]2[CH:22]([CH:23]3[CH2:27][CH2:26][CH2:25][CH2:24]3)[CH:21]3[C:12]([C:13]4[CH:14]=[CH:15][C:16]([C:28]([OH:30])=O)=[N:17][C:18]=4[CH2:19][CH2:20]3)=[N:11]2)[CH:5]=[CH:6][C:7]=1[C:8]#[N:9].[OH:31][C@H:32]1[CH2:36][CH2:35][NH:34][CH2:33]1.CCN(C(C)C)C(C)C.CN(C(ON1N=NC2C=CC=NC1=2)=[N+](C)C)C.F[P-](F)(F)(F)(F)F. The catalyst is ClCCl.CN(C=O)C. The product is [Cl:1][C:2]1[CH:3]=[C:4]([N:10]2[CH:22]([CH:23]3[CH2:27][CH2:26][CH2:25][CH2:24]3)[CH:21]3[C:12]([C:13]4[CH:14]=[CH:15][C:16]([C:28]([N:34]5[CH2:35][CH2:36][C@H:32]([OH:31])[CH2:33]5)=[O:30])=[N:17][C:18]=4[CH2:19][CH2:20]3)=[N:11]2)[CH:5]=[CH:6][C:7]=1[C:8]#[N:9]. The yield is 0.449.